This data is from Experimentally validated miRNA-target interactions with 360,000+ pairs, plus equal number of negative samples. The task is: Binary Classification. Given a miRNA mature sequence and a target amino acid sequence, predict their likelihood of interaction. (1) Result: 0 (no interaction). The miRNA is cel-miR-239b-5p with sequence UUUGUACUACACAAAAGUACUG. The protein sequence of the target gene is MRPRMKYSNSKISPAKFSSTAGEALVPPCKIRRSQQKTKEFCHVYCMRLRSGLTIRKETSYFRKEPTKRYSLKSGTKHEENFSAYPRDSRKRSLLGSIQAFAASVDTLSIQGTSLLTQSPASLSTYNDQSVSFVLENGCYVINVDDSGKDQEQDQVLLRYYESPCPASQSGDGVDGKKLMVNMSPIKDTDIWLHANDKDYSVELQRGDVSPPEQAFFVLHKKSSDFVSFECKNLPGTYIGVKDNQLALVEEKDESCNNIMFKLSKI. (2) The miRNA is hsa-miR-3166 with sequence CGCAGACAAUGCCUACUGGCCUA. The protein sequence of the target gene is MKEMVGGCCVCSDERGWAENPLVYCDGHACSVAVHQACYGIVQVPTGPWFCRKCESQERAARVRCELCPHKDGALKRTDNGGWAHVVCALYIPEVQFANVLTMEPIVLQYVPHDRFNKTCYICEEQGRESKAASGACMTCNRHGCRQAFHVTCAQMAGLLCEEEVLEVDNVKYCGYCKYHFSKMKTSRHSSGGGGGGAGGGGGSMGGGGSGFISGRRSRSASPSTQQEKHPTHHERGQKKSRKDKERLKQKHKKRPESPPSILTPPVVPTADKVSSSASSSSHHEASTQETSESSRESKG.... Result: 1 (interaction). (3) The miRNA is hsa-miR-2276-5p with sequence GCCCUCUGUCACCUUGCAGACG. The protein sequence of the target gene is MNQVTIQWDAVIALYILFSWCHGGITNINCSGHIWVEPATIFKMGMNISIYCQAAIKNCQPRKLHFYKNGIKERFQITRINKTTARLWYKNFLEPHASMYCTAECPKHFQETLICGKDISSGYPPDIPDEVTCVIYEYSGNMTCTWNAGKLTYIDTKYVVHVKSLETEEEQQYLTSSYINISTDSLQGGKKYLVWVQAANALGMEESKQLQIHLDDIVIPSAAVISRAETINATVPKTIIYWDSQTTIEKVSCEMRYKATTNQTWNVKEFDTNFTYVQQSEFYLEPNIKYVFQVRCQETG.... Result: 0 (no interaction). (4) The miRNA is hsa-miR-5195-5p with sequence AACCCCUAAGGCAACUGGAUGG. The protein sequence of the target gene is MGDLKSGFEEVDGVRLGYLIIKGKQMFALSQVFTDLLKNIPRTTVHKRMDHLKVKKHHCDLEELRKLKAINSIAFHAAKCTLISREDVEALYTSCKTERVLKTKRRRVGRALATKAPPPERAAAASPRPGFWKDKHQLWRGLSGAARPLPISAQSQRPGAAAARPAAHLPQIFSKYPGSHYPEIVRSPCKPPLNYETAPLQGNYVAFPSDPAYFRSLLCSKHPAAAAAAAAAAAAAAAAAAAAAYYQVSAAGPQPKAAAGAGGPGSLSYRCKRKRGGAKDCLLAPHAGARRLLLLPRSYK.... Result: 0 (no interaction).